This data is from Reaction yield outcomes from USPTO patents with 853,638 reactions. The task is: Predict the reaction yield, written as a fraction of the theoretical maximum amount of product (1.0 means a 100% yield; for example, 0.34 means a 34% yield). (1) The reactants are [Br:1][C:2]1[C:7](=[O:8])[N:6]([C:9]2[CH:10]=[C:11]([CH:20]=[CH:21][C:22]=2[CH3:23])[C:12]([NH:14][CH2:15][C:16](NC)=[O:17])=[O:13])[CH:5]=[N:4][C:3]=1[O:24][CH2:25][C:26]1[CH:31]=[CH:30][C:29]([F:32])=[CH:28][C:27]=1[F:33].C(CN)O.CN1CCOCC1. No catalyst specified. The product is [Br:1][C:2]1[C:7](=[O:8])[N:6]([C:9]2[CH:10]=[C:11]([CH:20]=[CH:21][C:22]=2[CH3:23])[C:12]([NH:14][CH2:15][CH2:16][OH:17])=[O:13])[CH:5]=[N:4][C:3]=1[O:24][CH2:25][C:26]1[CH:31]=[CH:30][C:29]([F:32])=[CH:28][C:27]=1[F:33]. The yield is 0.630. (2) The reactants are N1C=CC=CC=1.Cl.[CH3:8][C:9]1[C:21]2[C:20]3[CH:19](N4CCN(C)CC4)[CH2:18][CH2:17][CH2:16][C:15]=3[C:14](=[O:29])[NH:13][C:12]=2[N:11](C)[N:10]=1.[OH-].[Na+]. The catalyst is ClCCl.O. The product is [CH3:8][C:9]1[C:21]2[C:20]3[CH2:19][CH2:18][CH2:17][CH2:16][C:15]=3[C:14](=[O:29])[NH:13][C:12]=2[NH:11][N:10]=1. The yield is 0.730. (3) The reactants are C(OCCC1C=CC(Br)=CC=1)C1C=CC=CC=1.CC(C1C=CC(B2OC(C)(C)C(C)(C)O2)=CC=1)(C)C(OCC)=O.[CH2:41]([O:48][CH2:49][CH2:50][C:51]1[CH:56]=[CH:55][C:54]([C:57]2[CH:62]=[CH:61][C:60]([C:63]([CH3:70])([CH3:69])[C:64]([O:66]CC)=[O:65])=[CH:59][CH:58]=2)=[CH:53][CH:52]=1)[C:42]1[CH:47]=[CH:46][CH:45]=[CH:44][CH:43]=1.O.[OH-].[Li+]. The catalyst is O1CCCC1.C(O)C.O. The product is [CH2:41]([O:48][CH2:49][CH2:50][C:51]1[CH:56]=[CH:55][C:54]([C:57]2[CH:58]=[CH:59][C:60]([C:63]([CH3:70])([CH3:69])[C:64]([OH:66])=[O:65])=[CH:61][CH:62]=2)=[CH:53][CH:52]=1)[C:42]1[CH:43]=[CH:44][CH:45]=[CH:46][CH:47]=1. The yield is 0.960. (4) The reactants are C(Cl)(=O)C(Cl)=O.CS(C)=O.[OH:11][CH2:12][CH:13]1[CH2:16][C:15]([CH3:22])([C:17]([O:19][CH2:20][CH3:21])=[O:18])[CH2:14]1.[NH4+].[Cl-]. The catalyst is C(Cl)Cl. The product is [CH:12]([CH:13]1[CH2:14][C:15]([CH3:22])([C:17]([O:19][CH2:20][CH3:21])=[O:18])[CH2:16]1)=[O:11]. The yield is 0.220. (5) The reactants are [Br:1][C:2]1[N:7]=[C:6]([CH3:8])[N:5]=[C:4]([C:9](OC)=[O:10])[CH:3]=1.[BH4-].[Na+]. The catalyst is CO. The product is [Br:1][C:2]1[N:7]=[C:6]([CH3:8])[N:5]=[C:4]([CH2:9][OH:10])[CH:3]=1. The yield is 0.872.